Predict the product of the given reaction. From a dataset of Forward reaction prediction with 1.9M reactions from USPTO patents (1976-2016). The product is: [CH3:1][O:2][C:3]([C:5]1[CH:13]=[C:12]2[C:8]([C:9]3[C:17]([N:36]4[CH2:37][CH2:38][O:41][CH:40]([CH2:21][NH:25][C:26]([O:27][C:28]([CH3:31])([CH3:30])[CH3:29])=[O:32])[CH2:39]4)=[N:16][CH:15]=[N:14][C:10]=3[NH:11]2)=[CH:7][CH:6]=1)=[O:4]. Given the reactants [CH3:1][O:2][C:3]([C:5]1[CH:13]=[C:12]2[C:8]([C:9]3[C:17](Cl)=[N:16][CH:15]=[N:14][C:10]=3[NH:11]2)=[CH:7][CH:6]=1)=[O:4].N1CCO[CH:21]([N:25](C)[C:26](=[O:32])[O:27][C:28]([CH3:31])([CH3:30])[CH3:29])C1.C([N:36]([CH2:39][CH3:40])[CH2:37][CH3:38])C.[OH2:41], predict the reaction product.